From a dataset of Reaction yield outcomes from USPTO patents with 853,638 reactions. Predict the reaction yield, written as a fraction of the theoretical maximum amount of product (1.0 means a 100% yield; for example, 0.34 means a 34% yield). (1) The reactants are Cl[C:2]1[N:7]=[C:6]([C:8]2[C:9]([C:18]3[CH:19]=[C:20]([NH:24][C:25](=[O:34])[C:26]4[C:31]([F:32])=[CH:30][CH:29]=[CH:28][C:27]=4[F:33])[CH:21]=[CH:22][CH:23]=3)=[N:10][N:11]3[CH:16]=[C:15]([F:17])[CH:14]=[CH:13][C:12]=23)[CH:5]=[CH:4][N:3]=1.[CH3:35][N:36]([CH3:47])[CH2:37][CH2:38][O:39][C:40]1[CH:41]=[C:42]([CH:44]=[CH:45][CH:46]=1)[NH2:43]. The catalyst is C(O)(C)C.Cl. The product is [CH3:35][N:36]([CH3:47])[CH2:37][CH2:38][O:39][C:40]1[CH:41]=[C:42]([NH:43][C:2]2[N:7]=[C:6]([C:8]3[C:9]([C:18]4[CH:19]=[C:20]([NH:24][C:25](=[O:34])[C:26]5[C:27]([F:33])=[CH:28][CH:29]=[CH:30][C:31]=5[F:32])[CH:21]=[CH:22][CH:23]=4)=[N:10][N:11]4[CH:12]=[CH:13][CH:14]=[C:15]([F:17])[C:16]=34)[CH:5]=[CH:4][N:3]=2)[CH:44]=[CH:45][CH:46]=1. The yield is 0.930. (2) The reactants are [CH2:1]([NH2:4])[CH2:2][CH3:3].C(N(CC)CC)C.O1CCCC1.[C:17](Cl)(=[O:24])[C:18]1[CH:23]=[CH:22][CH:21]=[CH:20][CH:19]=1. The catalyst is C(Cl)(Cl)Cl. The product is [CH2:1]([NH:4][C:17](=[O:24])[C:18]1[CH:23]=[CH:22][CH:21]=[CH:20][CH:19]=1)[CH2:2][CH3:3]. The yield is 0.920. (3) The reactants are [F:1][C:2]([F:10])=[CH:3][CH:4]1[CH2:8][NH:7][C:6](=[O:9])[CH2:5]1.[H-].[Na+].[Br:13][C:14]1[CH:15]=[C:16]2[C:22]([CH2:23]Br)=[N:21][N:20](C(OC(C)(C)C)=O)[C:17]2=[N:18][CH:19]=1. The catalyst is CN(C=O)C.O. The product is [Br:13][C:14]1[CH:15]=[C:16]2[C:22]([CH2:23][N:7]3[CH2:8][CH:4]([CH:3]=[C:2]([F:10])[F:1])[CH2:5][C:6]3=[O:9])=[N:21][NH:20][C:17]2=[N:18][CH:19]=1. The yield is 0.0490. (4) The reactants are [NH2:1][C:2]1[CH:18]=[CH:17][C:16]([Cl:19])=[CH:15][C:3]=1[C:4]([NH:6][CH:7]1[CH2:12][CH2:11][C:10](=[O:13])[NH:9][C:8]1=[O:14])=[O:5].[CH:20](OC)(OC)OC.C1(C)C=CC(S(O)(=O)=O)=CC=1. No catalyst specified. The product is [Cl:19][C:16]1[CH:15]=[C:3]2[C:2](=[CH:18][CH:17]=1)[N:1]=[CH:20][N:6]([CH:7]1[CH2:12][CH2:11][C:10](=[O:13])[NH:9][C:8]1=[O:14])[C:4]2=[O:5]. The yield is 0.740.